This data is from Forward reaction prediction with 1.9M reactions from USPTO patents (1976-2016). The task is: Predict the product of the given reaction. (1) Given the reactants [CH3:1][N:2]1[CH2:7][CH2:6][CH:5]([NH:8][C:9]2[CH:14]=[CH:13][CH:12]=[C:11](Cl)[C:10]=2[F:16])[CH2:4][CH2:3]1.[C:17](=[NH:30])([C:24]1[CH:29]=[CH:28][CH:27]=[CH:26][CH:25]=1)[C:18]1[CH:23]=[CH:22][CH:21]=[CH:20][CH:19]=1.CC(C)([O-])C.[Na+].C1(C)C=CC=CC=1, predict the reaction product. The product is: [CH3:1][N:2]1[CH2:7][CH2:6][CH:5]([NH:8][C:9]2[CH:14]=[CH:13][CH:12]=[C:11]([N:30]=[C:17]([C:18]3[CH:23]=[CH:22][CH:21]=[CH:20][CH:19]=3)[C:24]3[CH:29]=[CH:28][CH:27]=[CH:26][CH:25]=3)[C:10]=2[F:16])[CH2:4][CH2:3]1. (2) Given the reactants [BH4-].[Li+].[O:3]=[S:4]1(=[O:38])[C:8]([C:9]2[CH:36]=[CH:35][C:12]([CH2:13][O:14][CH2:15][C:16]3[CH:34]=[CH:33][C:19]([O:20][C:21]4[CH:30]=[CH:29][CH:28]=[C:27]([O:31][CH3:32])[C:22]=4[C:23]([O:25][CH3:26])=[O:24])=[CH:18][CH:17]=3)=[CH:11][CH:10]=2)=[CH:7][C:6](=[O:37])[NH:5]1, predict the reaction product. The product is: [O:3]=[S:4]1(=[O:38])[CH:8]([C:9]2[CH:36]=[CH:35][C:12]([CH2:13][O:14][CH2:15][C:16]3[CH:34]=[CH:33][C:19]([O:20][C:21]4[CH:30]=[CH:29][CH:28]=[C:27]([O:31][CH3:32])[C:22]=4[C:23]([O:25][CH3:26])=[O:24])=[CH:18][CH:17]=3)=[CH:11][CH:10]=2)[CH2:7][C:6](=[O:37])[NH:5]1. (3) The product is: [C:21]([O:20][C:18]([N:25]1[CH2:30][CH2:29][N:28]([CH2:9][CH:8]([C:11]2[CH:16]=[CH:15][C:14]([Cl:17])=[CH:13][CH:12]=2)[C:5]2[CH:6]=[CH:7][C:2]([Cl:1])=[CH:3][CH:4]=2)[CH2:27][CH2:26]1)=[O:19])([CH3:24])([CH3:22])[CH3:23]. Given the reactants [Cl:1][C:2]1[CH:7]=[CH:6][C:5]([CH:8]([C:11]2[CH:16]=[CH:15][C:14]([Cl:17])=[CH:13][CH:12]=2)[CH:9]=O)=[CH:4][CH:3]=1.[C:18]([N:25]1[CH2:30][CH2:29][NH:28][CH2:27][CH2:26]1)([O:20][C:21]([CH3:24])([CH3:23])[CH3:22])=[O:19].C([BH3-])#N.[Na+].O, predict the reaction product. (4) Given the reactants Cl.[NH:2]1[CH2:6][C@H:5]([OH:7])[C@@H:4]([OH:8])[CH2:3]1.[OH-].[Na+].CS(O[CH2:16][CH2:17][O:18][C:19]1[CH:24]=[CH:23][N:22]=[C:21]([C:25]([N:27]2[CH2:30][CH:29]([C:31]3[CH:36]=[CH:35][C:34]([O:37][CH2:38][C:39]4[CH:44]=[CH:43][C:42]([CH2:45][CH3:46])=[CH:41][CH:40]=4)=[C:33]([O:47][CH3:48])[CH:32]=3)[CH2:28]2)=[O:26])[CH:20]=1)(=O)=O.O, predict the reaction product. The product is: [OH:8][C@@H:4]1[C@@H:5]([OH:7])[CH2:6][N:2]([CH2:16][CH2:17][O:18][C:19]2[CH:24]=[CH:23][N:22]=[C:21]([C:25]([N:27]3[CH2:28][CH:29]([C:31]4[CH:36]=[CH:35][C:34]([O:37][CH2:38][C:39]5[CH:40]=[CH:41][C:42]([CH2:45][CH3:46])=[CH:43][CH:44]=5)=[C:33]([O:47][CH3:48])[CH:32]=4)[CH2:30]3)=[O:26])[CH:20]=2)[CH2:3]1. (5) Given the reactants [N:1]([C@@H:4]([C@H:34]([C:42]1[CH:47]=[C:46]([F:48])[CH:45]=[C:44]([F:49])[CH:43]=1)[C:35]1[CH:40]=[CH:39][C:38]([F:41])=[CH:37][CH:36]=1)[C:5]([NH:7][C:8]1[CH:9]=[N:10][CH:11]=[C:12]([F:33])[C:13]=1[CH2:14][CH2:15][C@@H:16]([NH:23][S:24]([C:27]1[CH:32]=[CH:31][CH:30]=[CH:29][CH:28]=1)(=[O:26])=[O:25])[CH2:17][NH:18][CH2:19][C@@H:20]([OH:22])[CH3:21])=[O:6])=[N+:2]=[N-:3].[O:50](C(OC(C)(C)C)=O)[C:51]([O:53][C:54]([CH3:57])([CH3:56])[CH3:55])=O, predict the reaction product. The product is: [N:1]([C@@H:4]([C@H:34]([C:42]1[CH:43]=[C:44]([F:49])[CH:45]=[C:46]([F:48])[CH:47]=1)[C:35]1[CH:36]=[CH:37][C:38]([F:41])=[CH:39][CH:40]=1)[C:5]([NH:7][C:8]1[CH:9]=[N:10][CH:11]=[C:12]([F:33])[C:13]=1[CH2:14][CH2:15][C@H:16]([NH:23][S:24]([C:27]1[CH:32]=[CH:31][CH:30]=[CH:29][CH:28]=1)(=[O:25])=[O:26])[CH2:17][N:18]([CH2:19][C@@H:20]([OH:22])[CH3:21])[C:51](=[O:50])[O:53][C:54]([CH3:57])([CH3:56])[CH3:55])=[O:6])=[N+:2]=[N-:3]. (6) Given the reactants [CH2:1]([NH:5][C:6]1[N:14]=[C:13]2[C:9]([N:10]=[C:11]([O:23]C)[N:12]2[CH2:15][CH2:16][CH:17]2[CH2:22][CH2:21][CH2:20][CH2:19][O:18]2)=[C:8]([NH2:25])[N:7]=1)[CH2:2][CH2:3][CH3:4].Cl.O.C(=O)(O)[O-].[Na+], predict the reaction product. The product is: [NH2:25][C:8]1[N:7]=[C:6]([NH:5][CH2:1][CH2:2][CH2:3][CH3:4])[N:14]=[C:13]2[C:9]=1[NH:10][C:11](=[O:23])[N:12]2[CH2:15][CH2:16][CH:17]1[CH2:22][CH2:21][CH2:20][CH2:19][O:18]1. (7) Given the reactants [NH2:1][C:2]1[CH:3]=[C:4]([CH:7]=[C:8]([F:10])[CH:9]=1)[C:5]#[N:6].C([O-])([O-])=O.[K+].[K+].[CH:17]1[CH:22]=[CH:21][C:20]([CH2:23]Br)=[CH:19][CH:18]=1, predict the reaction product. The product is: [CH2:23]([N:1]([CH2:5][C:4]1[CH:7]=[CH:8][CH:9]=[CH:2][CH:3]=1)[C:2]1[CH:3]=[C:4]([CH:7]=[C:8]([F:10])[CH:9]=1)[C:5]#[N:6])[C:20]1[CH:21]=[CH:22][CH:17]=[CH:18][CH:19]=1. (8) Given the reactants Br[C:2]1[CH:3]=[C:4]([CH2:8][S:9]([NH2:12])(=[O:11])=[O:10])[CH:5]=[CH:6][CH:7]=1.[CH3:13][C:14]1([CH3:30])[C:18]([CH3:20])([CH3:19])[O:17][B:16]([B:16]2[O:17][C:18]([CH3:20])([CH3:19])[C:14]([CH3:30])([CH3:13])[O:15]2)[O:15]1.C([O-])(=O)C.[K+], predict the reaction product. The product is: [CH3:13][C:14]1([CH3:30])[C:18]([CH3:20])([CH3:19])[O:17][B:16]([C:2]2[CH:3]=[C:4]([CH2:8][S:9]([NH2:12])(=[O:11])=[O:10])[CH:5]=[CH:6][CH:7]=2)[O:15]1. (9) Given the reactants C([O:3][C:4]([CH:6]1[CH2:11][CH2:10][N:9]([CH3:12])[CH:8]([S:13]([C:16]2[CH:21]=[CH:20][C:19]([O:22][CH2:23][C:24]3[CH:29]=[CH:28][C:27]([Cl:30])=[CH:26][CH:25]=3)=[CH:18][CH:17]=2)(=[O:15])=[O:14])[CH2:7]1)=[O:5])C.CO.[OH-].[Na+], predict the reaction product. The product is: [Cl:30][C:27]1[CH:26]=[CH:25][C:24]([CH2:23][O:22][C:19]2[CH:18]=[CH:17][C:16]([S:13]([CH:8]3[CH2:7][CH:6]([C:4]([OH:5])=[O:3])[CH2:11][CH2:10][N:9]3[CH3:12])(=[O:15])=[O:14])=[CH:21][CH:20]=2)=[CH:29][CH:28]=1. (10) Given the reactants C(OC([NH:11][C:12]1[C:21]([C:22]([O:24][C:25]([CH3:28])([CH3:27])[CH3:26])=[O:23])=[C:20]2[C:15]([C:16]3[CH:32]=[CH:31][O:30][C:17]=3[C:18](=[O:29])[O:19]2)=[CH:14][CH:13]=1)=O)C1C=CC=CC=1, predict the reaction product. The product is: [NH2:11][C:12]1[C:21]([C:22]([O:24][C:25]([CH3:28])([CH3:26])[CH3:27])=[O:23])=[C:20]2[C:15]([C:16]3[CH:32]=[CH:31][O:30][C:17]=3[C:18](=[O:29])[O:19]2)=[CH:14][CH:13]=1.